This data is from Full USPTO retrosynthesis dataset with 1.9M reactions from patents (1976-2016). The task is: Predict the reactants needed to synthesize the given product. (1) Given the product [Cl:1][C:2]1[N:3]=[C:4]([CH3:22])[C:5]2[CH:10]=[CH:9][N:8]([C:11]3[CH:20]=[CH:19][C:14]([C:15]([O:17][CH3:18])=[O:16])=[CH:13][CH:12]=3)[C:6]=2[N:7]=1, predict the reactants needed to synthesize it. The reactants are: [Cl:1][C:2]1[N:3]=[C:4](Cl)[C:5]2[CH:10]=[CH:9][N:8]([C:11]3[CH:20]=[CH:19][C:14]([C:15]([O:17][CH3:18])=[O:16])=[CH:13][CH:12]=3)[C:6]=2[N:7]=1.[CH2:22]1COCC1.CN1CCCC1=O.C[Mg]Br. (2) Given the product [Cl:1][C:2]1[C:3]([O:12][C:13]2[CH:18]=[C:17]([O:19][CH2:20][CH2:21][O:22][CH:23]3[CH2:24][CH2:25]3)[CH:16]=[CH:15][C:14]=2[CH2:26][CH2:27][C:28]([NH:30][S:31]([CH2:34][CH2:35][CH2:36][CH2:37][CH3:38])(=[O:32])=[O:33])=[O:29])=[N:4][CH:5]=[C:6]([C:8]([F:10])([F:9])[F:11])[CH:7]=1, predict the reactants needed to synthesize it. The reactants are: [Cl:1][C:2]1[C:3]([O:12][C:13]2[CH:18]=[C:17]([O:19][CH2:20][CH2:21][O:22][CH:23]3[CH2:25][CH2:24]3)[CH:16]=[CH:15][C:14]=2/[CH:26]=[CH:27]/[C:28]([NH:30][S:31]([CH2:34][CH2:35][CH2:36][CH2:37][CH3:38])(=[O:33])=[O:32])=[O:29])=[N:4][CH:5]=[C:6]([C:8]([F:11])([F:10])[F:9])[CH:7]=1. (3) Given the product [C:55]([NH:4][C:2]([C:5]1[CH:6]=[CH:7][C:8]([O:29][CH2:30][C:31]2[CH:32]=[CH:33][CH:34]=[CH:35][CH:36]=2)=[C:9]([CH2:11][C:12]([NH:14][C:15]2[CH:20]=[CH:19][C:18]([C:21]([N:23]3[CH2:27][CH2:26][CH2:25][CH2:24]3)=[O:22])=[C:17]([CH3:28])[CH:16]=2)=[O:13])[CH:10]=1)=[NH:3])(=[O:56])[C:54]1[CH:58]=[CH:59][CH:60]=[CH:61][CH:53]=1, predict the reactants needed to synthesize it. The reactants are: Cl.[C:2]([C:5]1[CH:6]=[CH:7][C:8]([O:29][CH2:30][C:31]2[CH:36]=[CH:35][CH:34]=[CH:33][CH:32]=2)=[C:9]([CH2:11][C:12]([NH:14][C:15]2[CH:20]=[CH:19][C:18]([C:21]([N:23]3[CH2:27][CH2:26][CH2:25][CH2:24]3)=[O:22])=[C:17]([CH3:28])[CH:16]=2)=[O:13])[CH:10]=1)(=[NH:4])[NH2:3].C(N(CC)CC)C.[N+](C1C=CC([C:53]2[CH:61]=[CH:60][CH:59]=[CH:58][C:54]=2[C:55]([O-])=[O:56])=CC=1)([O-])=O. (4) Given the product [N:21]1[CH:22]=[CH:23][CH:24]=[C:19]([O:18][C:2]2[CH:9]=[CH:8][C:5]([CH:6]=[O:7])=[C:4]([O:10][CH3:11])[CH:3]=2)[CH:20]=1, predict the reactants needed to synthesize it. The reactants are: Br[C:2]1[CH:9]=[CH:8][C:5]([CH:6]=[O:7])=[C:4]([O:10][CH3:11])[CH:3]=1.C(=O)([O-])[O-].[Cs+].[Cs+].[OH:18][C:19]1[CH:20]=[N:21][CH:22]=[CH:23][CH:24]=1.CC(C)(C(=O)CC(=O)C(C)(C)C)C.